Dataset: Full USPTO retrosynthesis dataset with 1.9M reactions from patents (1976-2016). Task: Predict the reactants needed to synthesize the given product. (1) Given the product [CH3:31][C:14]1[N:13]([CH2:12][CH2:11][O:10][CH2:9]/[CH:8]=[CH:7]/[C:1]2[CH:6]=[CH:5][CH:4]=[CH:3][CH:2]=2)[C:21]2[C:20]([CH3:22])=[C:19]([CH3:23])[N:18]=[C:17]([NH2:36])[C:16]=2[N:15]=1, predict the reactants needed to synthesize it. The reactants are: [C:1]1(/[CH:7]=[CH:8]/[CH2:9][O:10][CH2:11][CH2:12][N:13]2[C:21]3[C:20]([CH3:22])=[C:19]([CH3:23])[N:18]=[C:17](OC4C=CC=CC=4)[C:16]=3[N:15]=[C:14]2[CH3:31])[CH:6]=[CH:5][CH:4]=[CH:3][CH:2]=1.C([O-])(=O)C.[NH4+:36].[OH-].[K+]. (2) The reactants are: [C:1](#[N:6])[C:2]([CH3:5])([CH3:4])[CH3:3].[CH2:7]([OH:9])[CH3:8]. Given the product [C:1](=[NH:6])([O:9][CH2:7][CH3:8])[C:2]([CH3:5])([CH3:4])[CH3:3], predict the reactants needed to synthesize it. (3) Given the product [F:57][C:58]1[CH:70]=[CH:69][C:61]([O:62][CH:63]2[CH2:68][CH2:67][N:66]([C:25](=[O:27])[CH2:24][NH:23][C:21]([C:19]3[N:18]=[N:17][N:16]([C:12]4[CH:11]=[N:10][CH:15]=[CH:14][CH:13]=4)[CH:20]=3)=[O:22])[CH2:65][CH2:64]2)=[CH:60][C:59]=1[C:71]([F:74])([F:72])[F:73], predict the reactants needed to synthesize it. The reactants are: CCN(C(C)C)C(C)C.[N:10]1[CH:15]=[CH:14][CH:13]=[C:12]([N:16]2[CH:20]=[C:19]([C:21]([NH:23][CH2:24][C:25]([OH:27])=O)=[O:22])[N:18]=[N:17]2)[CH:11]=1.NC1C=NC=CC=1.C1C=CC2N(O)N=NC=2C=1.CCN=C=NCCCN(C)C.Cl.[F:57][C:58]1[CH:70]=[CH:69][C:61]([O:62][CH:63]2[CH2:68][CH2:67][NH:66][CH2:65][CH2:64]2)=[CH:60][C:59]=1[C:71]([F:74])([F:73])[F:72].Cl.ClC1C=CC=CC=1OC1CCNCC1.